This data is from Forward reaction prediction with 1.9M reactions from USPTO patents (1976-2016). The task is: Predict the product of the given reaction. (1) Given the reactants N1[CH:6]=[CH:5][N:4]=[C:3]2[CH:7]=[N:8][CH:9]=[CH:10][C:2]=12.Cl[C:12]([O:14][CH2:15][CH3:16])=[O:13].N#N.[F:19][C:20]1[CH:25]=[CH:24][C:23]([Mg]Br)=[CH:22][CH:21]=1.[CH2:28]1COCC1, predict the reaction product. The product is: [F:19][C:20]1[CH:25]=[CH:24][C:23]([CH:7]2[C:3]3[N:4]=[CH:5][CH:6]=[CH:28][C:2]=3[CH:10]=[CH:9][N:8]2[C:12]([O:14][CH2:15][CH3:16])=[O:13])=[CH:22][CH:21]=1. (2) Given the reactants [Cl:1][C:2]1[C:7]([CH2:8][CH:9]=[O:10])=[C:6]([Cl:11])[N:5]2[N:12]=[CH:13][CH:14]=[C:4]2[N:3]=1.[BH4-].[Na+].[Cl-].[NH4+], predict the reaction product. The product is: [Cl:1][C:2]1[C:7]([CH2:8][CH2:9][OH:10])=[C:6]([Cl:11])[N:5]2[N:12]=[CH:13][CH:14]=[C:4]2[N:3]=1. (3) Given the reactants [Cl:1][C:2]1[CH:3]=[C:4]([CH:21]=[N:22]O)[C:5]2[O:10][CH:9]([C:11]([F:14])([F:13])[F:12])[C:8]([C:15]([O:17][CH2:18][CH3:19])=[O:16])=[CH:7][C:6]=2[CH:20]=1.C(OC(=O)C)(=O)C, predict the reaction product. The product is: [Cl:1][C:2]1[CH:3]=[C:4]([C:21]#[N:22])[C:5]2[O:10][CH:9]([C:11]([F:12])([F:14])[F:13])[C:8]([C:15]([O:17][CH2:18][CH3:19])=[O:16])=[CH:7][C:6]=2[CH:20]=1. (4) Given the reactants C[O:2][C:3]([C:5]1[C:6]([C:14]2[CH:19]=[CH:18][CH:17]=[CH:16][C:15]=2[N+:20]([O-:22])=[O:21])=[CH:7][CH:8]=[C:9]([C:11](=[S:13])[NH2:12])[CH:10]=1)=[O:4].[F:23][C:24]([F:36])([F:35])[C:25]1[CH:34]=[CH:33][C:28]([C:29](=O)[CH2:30]Br)=[CH:27][CH:26]=1, predict the reaction product. The product is: [N+:20]([C:15]1[CH:16]=[CH:17][CH:18]=[CH:19][C:14]=1[C:6]1[C:5]([C:3]([OH:2])=[O:4])=[CH:10][C:9]([C:11]2[S:13][CH:30]=[C:29]([C:28]3[CH:33]=[CH:34][C:25]([C:24]([F:23])([F:35])[F:36])=[CH:26][CH:27]=3)[N:12]=2)=[CH:8][CH:7]=1)([O-:22])=[O:21]. (5) Given the reactants Cl.Cl.[O:3]1[C:8]2=[CH:9][CH:10]=[CH:11][C:7]2=[CH:6][C:5]([CH:12]2[CH2:17][CH2:16][CH2:15][CH2:14][N:13]2[CH2:18][CH2:19][C@H:20]2[CH2:25][CH2:24][C@H:23]([NH2:26])[CH2:22][CH2:21]2)=[CH:4]1.[O:27]1[CH2:32][CH2:31][CH2:30][CH:29]([C:33](O)=[O:34])[CH2:28]1, predict the reaction product. The product is: [O:3]1[C:8]2=[CH:9][CH:10]=[CH:11][C:7]2=[CH:6][C:5]([CH:12]2[CH2:17][CH2:16][CH2:15][CH2:14][N:13]2[CH2:18][CH2:19][C@H:20]2[CH2:21][CH2:22][C@H:23]([NH:26][C:33]([CH:29]3[CH2:30][CH2:31][CH2:32][O:27][CH2:28]3)=[O:34])[CH2:24][CH2:25]2)=[CH:4]1. (6) Given the reactants [C@@H:1]1([NH:10][C:11]2[N:16]=[CH:15][N:14]=[C:13]([NH:17][C@H:18]3[C@@H:22]4[O:23][C:24]([CH3:27])([CH3:26])[O:25][C@@H:21]4[C@@H:20]([CH2:28][OH:29])[CH2:19]3)[CH:12]=2)[C:9]2[C:4](=[CH:5][CH:6]=[CH:7][CH:8]=2)[CH2:3][CH2:2]1.CCN(CC)CC.Cl[S:38]([NH2:41])(=[O:40])=[O:39].C(#N)C, predict the reaction product. The product is: [S:38](=[O:40])(=[O:39])([O:29][CH2:28][C@@H:20]1[C@@H:21]2[C@@H:22]([O:23][C:24]([CH3:26])([CH3:27])[O:25]2)[C@H:18]([NH:17][C:13]2[CH:12]=[C:11]([NH:10][C@@H:1]3[C:9]4[C:4](=[CH:5][CH:6]=[CH:7][CH:8]=4)[CH2:3][CH2:2]3)[N:16]=[CH:15][N:14]=2)[CH2:19]1)[NH2:41]. (7) Given the reactants [CH:1]1([CH2:6][N:7]([C:20]2[CH:25]=[CH:24][C:23](S(C)(=O)=O)=[CH:22][CH:21]=2)[C:8](=[O:19])[NH:9][C:10]2[S:11][CH:12]=[C:13](CC(O)=O)[N:14]=2)[CH2:5][CH2:4][CH2:3][CH2:2]1.C1(CNC2C=CC=[C:39]([C:43](=[O:45])C)C=2)CCCC1.C([O:48][C:49](=[O:58])[CH2:50][S:51]C1SC(N)=NC=1)C, predict the reaction product. The product is: [C:43]([C:24]1[CH:25]=[C:20]([N:7]([CH2:6][CH:1]2[CH2:5][CH2:4][CH2:3][CH2:2]2)[C:8](=[O:19])[NH:9][C:10]2[S:11][C:12]([S:51][CH2:50][C:49]([OH:48])=[O:58])=[CH:13][N:14]=2)[CH:21]=[CH:22][CH:23]=1)(=[O:45])[CH3:39]. (8) Given the reactants [CH2:1]([O:3][C:4]([C:6]1[CH:7]=[C:8]2[C:13](=[CH:14][CH:15]=1)[N:12]=[CH:11][C:10]([S:16]([CH3:19])(=[O:18])=[O:17])=[C:9]2O)=[O:5])[CH3:2].P(Cl)(Cl)([Cl:23])=O, predict the reaction product. The product is: [CH2:1]([O:3][C:4]([C:6]1[CH:7]=[C:8]2[C:13](=[CH:14][CH:15]=1)[N:12]=[CH:11][C:10]([S:16]([CH3:19])(=[O:18])=[O:17])=[C:9]2[Cl:23])=[O:5])[CH3:2].